Dataset: Full USPTO retrosynthesis dataset with 1.9M reactions from patents (1976-2016). Task: Predict the reactants needed to synthesize the given product. (1) Given the product [CH3:1][NH:2][C:3]([C:5]1[CH:6]=[C:7]2[C:11](=[CH:12][CH:13]=1)[N:10]([CH:14]1[CH2:19][CH2:18][NH:17][CH2:16][CH2:15]1)[C:9](=[O:30])[CH2:8]2)=[O:4], predict the reactants needed to synthesize it. The reactants are: [CH3:1][NH:2][C:3]([C:5]1[CH:6]=[C:7]2[C:11](=[CH:12][CH:13]=1)[N:10]([CH:14]1[CH2:19][CH2:18][N:17](C(OCC3C=CC=CC=3)=O)[CH2:16][CH2:15]1)[C:9](=[O:30])[CH2:8]2)=[O:4].[H][H]. (2) Given the product [Br:40][C:38]1[CH:39]=[C:34]([C@H:31]([OH:33])[CH3:32])[CH:35]=[N:36][CH:37]=1, predict the reactants needed to synthesize it. The reactants are: C1(C(C2C=CC=CC=2)([C@@H]2CCCN2)O)C=CC=CC=1.B(OC)(OC)OC.B.CSC.[C:31]([C:34]1[CH:35]=[N:36][CH:37]=[C:38]([Br:40])[CH:39]=1)(=[O:33])[CH3:32].Cl. (3) Given the product [CH3:2][S:3]([C:6]1[CH:11]=[CH:10][CH:9]=[CH:8][C:7]=1[S:12]([NH:15][C:16]1[CH:17]=[C:18]2[C:22](=[CH:23][CH:24]=1)[NH:21][N:20]=[C:19]2[CH2:33][CH2:34][C:35]1[CH:40]=[CH:39][CH:38]=[CH:37][CH:36]=1)(=[O:14])=[O:13])(=[O:5])=[O:4], predict the reactants needed to synthesize it. The reactants are: Cl.[CH3:2][S:3]([C:6]1[CH:11]=[CH:10][CH:9]=[CH:8][C:7]=1[S:12]([NH:15][C:16]1[CH:17]=[C:18]2[C:22](=[CH:23][CH:24]=1)[N:21](COCC[Si](C)(C)C)[N:20]=[C:19]2[CH2:33][CH2:34][C:35]1[CH:40]=[CH:39][CH:38]=[CH:37][CH:36]=1)(=[O:14])=[O:13])(=[O:5])=[O:4].[OH-].[Na+]. (4) Given the product [Cl:22][C:23]1[CH:30]=[CH:29][C:26]([CH2:27][NH:14][C@H:11]2[CH2:12][CH2:13][N:9]([C:6]3[CH:7]=[N:8][C:3]([F:2])=[CH:4][CH:5]=3)[CH2:10]2)=[C:25]([F:31])[CH:24]=1, predict the reactants needed to synthesize it. The reactants are: Cl.[F:2][C:3]1[N:8]=[CH:7][C:6]([N:9]2[CH2:13][CH2:12][CH:11]([NH2:14])[CH2:10]2)=[CH:5][CH:4]=1.C(N(CC)CC)C.[Cl:22][C:23]1[CH:30]=[CH:29][C:26]([CH:27]=O)=[C:25]([F:31])[CH:24]=1.[BH4-].[Na+].